Dataset: NCI-60 drug combinations with 297,098 pairs across 59 cell lines. Task: Regression. Given two drug SMILES strings and cell line genomic features, predict the synergy score measuring deviation from expected non-interaction effect. (1) Drug 1: COC1=NC(=NC2=C1N=CN2C3C(C(C(O3)CO)O)O)N. Drug 2: C1CN1C2=NC(=NC(=N2)N3CC3)N4CC4. Cell line: SN12C. Synergy scores: CSS=45.8, Synergy_ZIP=-1.80, Synergy_Bliss=-1.53, Synergy_Loewe=-30.2, Synergy_HSA=-2.02. (2) Drug 1: CN(CCCl)CCCl.Cl. Drug 2: C1=NNC2=C1C(=O)NC=N2. Cell line: HL-60(TB). Synergy scores: CSS=74.3, Synergy_ZIP=1.11, Synergy_Bliss=5.01, Synergy_Loewe=-20.2, Synergy_HSA=5.15. (3) Drug 1: CC1OCC2C(O1)C(C(C(O2)OC3C4COC(=O)C4C(C5=CC6=C(C=C35)OCO6)C7=CC(=C(C(=C7)OC)O)OC)O)O. Drug 2: CCCCC(=O)OCC(=O)C1(CC(C2=C(C1)C(=C3C(=C2O)C(=O)C4=C(C3=O)C=CC=C4OC)O)OC5CC(C(C(O5)C)O)NC(=O)C(F)(F)F)O. Cell line: SK-OV-3. Synergy scores: CSS=7.74, Synergy_ZIP=-5.76, Synergy_Bliss=-4.94, Synergy_Loewe=-3.25, Synergy_HSA=-3.67. (4) Drug 1: CC1=CC2C(CCC3(C2CCC3(C(=O)C)OC(=O)C)C)C4(C1=CC(=O)CC4)C. Drug 2: CC(C1=C(C=CC(=C1Cl)F)Cl)OC2=C(N=CC(=C2)C3=CN(N=C3)C4CCNCC4)N. Cell line: SNB-75. Synergy scores: CSS=-4.59, Synergy_ZIP=2.19, Synergy_Bliss=-0.606, Synergy_Loewe=-9.31, Synergy_HSA=-6.02. (5) Drug 1: C1=CC(=CC=C1C#N)C(C2=CC=C(C=C2)C#N)N3C=NC=N3. Drug 2: CC1=CC=C(C=C1)C2=CC(=NN2C3=CC=C(C=C3)S(=O)(=O)N)C(F)(F)F. Cell line: OVCAR3. Synergy scores: CSS=8.77, Synergy_ZIP=-3.85, Synergy_Bliss=-5.68, Synergy_Loewe=-1.26, Synergy_HSA=-2.37. (6) Drug 1: C1=C(C(=O)NC(=O)N1)F. Drug 2: CCC(=C(C1=CC=CC=C1)C2=CC=C(C=C2)OCCN(C)C)C3=CC=CC=C3.C(C(=O)O)C(CC(=O)O)(C(=O)O)O. Cell line: NCI-H322M. Synergy scores: CSS=30.2, Synergy_ZIP=0.857, Synergy_Bliss=0.240, Synergy_Loewe=-1.27, Synergy_HSA=-0.0267.